From a dataset of Reaction yield outcomes from USPTO patents with 853,638 reactions. Predict the reaction yield, written as a fraction of the theoretical maximum amount of product (1.0 means a 100% yield; for example, 0.34 means a 34% yield). The reactants are [Cl:1][C:2]1[N:10](CC=C)[C:9]2[C:8](=[O:14])[N:7]([CH3:15])[C:6](=[O:16])[NH:5][C:4]=2[N:3]=1.C(=O)([O-])[O-].[Na+].[Na+].[CH2:23](I)[CH3:24].N1CCOCC1. The catalyst is CN(C=O)C.CCOC(C)=O.C1C=CC([P]([Pd]([P](C2C=CC=CC=2)(C2C=CC=CC=2)C2C=CC=CC=2)([P](C2C=CC=CC=2)(C2C=CC=CC=2)C2C=CC=CC=2)[P](C2C=CC=CC=2)(C2C=CC=CC=2)C2C=CC=CC=2)(C2C=CC=CC=2)C2C=CC=CC=2)=CC=1. The product is [Cl:1][C:2]1[NH:10][C:9]2[C:8](=[O:14])[N:7]([CH3:15])[C:6](=[O:16])[N:5]([CH2:23][CH3:24])[C:4]=2[N:3]=1. The yield is 0.700.